From a dataset of Peptide-MHC class I binding affinity with 185,985 pairs from IEDB/IMGT. Regression. Given a peptide amino acid sequence and an MHC pseudo amino acid sequence, predict their binding affinity value. This is MHC class I binding data. (1) The peptide sequence is MVSDTIMKR. The MHC is Patr-A0101 with pseudo-sequence Patr-A0101. The binding affinity (normalized) is 0.0265. (2) The peptide sequence is RLGLVLDDY. The MHC is HLA-A03:01 with pseudo-sequence HLA-A03:01. The binding affinity (normalized) is 0.777. (3) The peptide sequence is QSSINISGY. The MHC is HLA-A24:02 with pseudo-sequence HLA-A24:02. The binding affinity (normalized) is 0. (4) The peptide sequence is DYCNVLNKEF. The MHC is HLA-A31:01 with pseudo-sequence HLA-A31:01. The binding affinity (normalized) is 0.